Dataset: Full USPTO retrosynthesis dataset with 1.9M reactions from patents (1976-2016). Task: Predict the reactants needed to synthesize the given product. (1) Given the product [Cl:1][C:2]1[N:7]=[CH:6][N:5]=[C:4]([N:8]([CH3:9])[C:20]([N:19]([C:18]2[C:13]([Cl:12])=[C:14]([O:25][CH3:26])[CH:15]=[C:16]([O:23][CH3:24])[C:17]=2[Cl:22])[CH2:34][O:33][CH2:32][CH2:31][Si:28]([CH3:30])([CH3:29])[CH3:27])=[O:21])[CH:3]=1, predict the reactants needed to synthesize it. The reactants are: [Cl:1][C:2]1[N:7]=[CH:6][N:5]=[C:4]([NH:8][CH3:9])[CH:3]=1.[H-].[Na+].[Cl:12][C:13]1[C:18]([N:19]=[C:20]=[O:21])=[C:17]([Cl:22])[C:16]([O:23][CH3:24])=[CH:15][C:14]=1[O:25][CH3:26].[CH3:27][Si:28]([CH2:31][CH2:32][O:33][CH2:34]Cl)([CH3:30])[CH3:29].[NH4+].[Cl-]. (2) Given the product [CH3:33][O:32][CH2:31][CH2:30][N:10]1[CH2:11][C@@H:7]([C:1]2[CH:2]=[CH:3][CH:4]=[CH:5][CH:6]=2)[C@H:8]([NH:12][C:13](=[O:19])[O:14][C:15]([CH3:16])([CH3:18])[CH3:17])[CH2:9]1, predict the reactants needed to synthesize it. The reactants are: [C:1]1([C@@H:7]2[CH2:11][NH:10][CH2:9][C@H:8]2[NH:12][C:13](=[O:19])[O:14][C:15]([CH3:18])([CH3:17])[CH3:16])[CH:6]=[CH:5][CH:4]=[CH:3][CH:2]=1.CCN(C(C)C)C(C)C.Br[CH2:30][CH2:31][O:32][CH3:33].O. (3) The reactants are: [F:1][C:2]1[CH:7]=[CH:6][CH:5]=[CH:4][C:3]=1[CH:8]1[N:12](C(OC(C)(C)C)=O)C(=O)[NH:10][C:9]1([CH3:22])[CH3:21].[ClH:23]. Given the product [ClH:23].[ClH:23].[F:1][C:2]1[CH:7]=[CH:6][CH:5]=[CH:4][C:3]=1[CH:8]([NH2:12])[C:9]([CH3:21])([NH2:10])[CH3:22], predict the reactants needed to synthesize it. (4) Given the product [ClH:13].[NH2:1][C:2]1[O:6][N:5]=[C:4]([C:7]2[CH:12]=[CH:11][CH:10]=[CH:9][C:8]=2[Cl:13])[C:3]=1[C:14]([N:16]1[CH2:17][CH2:18][N:19]([C:22]2[CH:27]=[CH:26][CH:25]=[C:24]([O:28][CH3:29])[CH:23]=2)[CH2:20][CH2:21]1)=[O:15], predict the reactants needed to synthesize it. The reactants are: [NH2:1][C:2]1[O:6][N:5]=[C:4]([C:7]2[CH:12]=[CH:11][CH:10]=[CH:9][C:8]=2[Cl:13])[C:3]=1[C:14]([N:16]1[CH2:21][CH2:20][N:19]([C:22]2[CH:27]=[CH:26][CH:25]=[C:24]([O:28][CH3:29])[CH:23]=2)[CH2:18][CH2:17]1)=[O:15].C(O)C.